This data is from Catalyst prediction with 721,799 reactions and 888 catalyst types from USPTO. The task is: Predict which catalyst facilitates the given reaction. (1) Product: [CH2:18]1[C:26]2[C:21](=[CH:22][CH:23]=[CH:24][CH:25]=2)[CH2:20][CH:19]1[NH:27][C:28]1[N:29]=[CH:30][C:31]2[CH2:37][N:36]([C:38]([C:40]3[N:45]=[N:44][C:43]([CH2:46][C:47]4[NH:48][N:3]=[N:2][N:1]=4)=[CH:42][CH:41]=3)=[O:39])[CH2:35][CH2:34][C:32]=2[N:33]=1. Reactant: [N:1]([Si](C)(C)C)=[N+:2]=[N-:3].C([Sn](CCCC)=O)CCC.[CH2:18]1[C:26]2[C:21](=[CH:22][CH:23]=[CH:24][CH:25]=2)[CH2:20][CH:19]1[NH:27][C:28]1[N:29]=[CH:30][C:31]2[CH2:37][N:36]([C:38]([C:40]3[N:45]=[N:44][C:43]([CH2:46][C:47]#[N:48])=[CH:42][CH:41]=3)=[O:39])[CH2:35][CH2:34][C:32]=2[N:33]=1. The catalyst class is: 11. (2) Reactant: [C:1]([C:3]1[C@@H:8]([C:9]2[CH:14]=[CH:13][C:12]([C:15]#[N:16])=[CH:11][C:10]=2[S:17]([CH3:20])(=[O:19])=[O:18])[N:7]([C:21]([N:23]2[CH2:28][CH2:27][CH2:26][C@@H:25]([NH:29]C(=O)OC(C)(C)C)[CH2:24]2)=[O:22])[C:6](=[O:37])[N:5]([C:38]2[CH:43]=[CH:42][CH:41]=[C:40]([C:44]([F:47])([F:46])[F:45])[CH:39]=2)[C:4]=1[CH3:48])#[N:2]. Product: [NH2:29][C@@H:25]1[CH2:26][CH2:27][CH2:28][N:23]([C:21]([N:7]2[C@H:8]([C:9]3[CH:14]=[CH:13][C:12]([C:15]#[N:16])=[CH:11][C:10]=3[S:17]([CH3:20])(=[O:19])=[O:18])[C:3]([C:1]#[N:2])=[C:4]([CH3:48])[N:5]([C:38]3[CH:43]=[CH:42][CH:41]=[C:40]([C:44]([F:46])([F:47])[F:45])[CH:39]=3)[C:6]2=[O:37])=[O:22])[CH2:24]1. The catalyst class is: 89. (3) Reactant: C([N:8](CC1C=CC=CC=1)[C:9]1([CH2:13][NH:14][C:15]2[C:24]3[C:19](=[CH:20][CH:21]=[C:22]([CH3:25])[CH:23]=3)[N:18]=[C:17]([N:26]3[CH2:32][C:31]4[CH:33]=[CH:34][C:35]([O:37][C:38]5[CH:43]=[CH:42][CH:41]=[CH:40][CH:39]=5)=[CH:36][C:30]=4[S:29](=[O:45])(=[O:44])[CH2:28][CH2:27]3)[CH:16]=2)[CH2:12][O:11][CH2:10]1)C1C=CC=CC=1.FC(F)(F)C(O)=O. Product: [NH2:8][C:9]1([CH2:13][NH:14][C:15]2[C:24]3[C:19](=[CH:20][CH:21]=[C:22]([CH3:25])[CH:23]=3)[N:18]=[C:17]([N:26]3[CH2:32][C:31]4[CH:33]=[CH:34][C:35]([O:37][C:38]5[CH:43]=[CH:42][CH:41]=[CH:40][CH:39]=5)=[CH:36][C:30]=4[S:29](=[O:44])(=[O:45])[CH2:28][CH2:27]3)[CH:16]=2)[CH2:12][O:11][CH2:10]1. The catalyst class is: 105. (4) Reactant: Cl[C:2]1[N:3]=[N:4][C:5]([C:8]2[CH:9]=[N:10][N:11]([CH3:13])[CH:12]=2)=[CH:6][CH:7]=1.[F:14][C:15]([F:30])([C:20]1[CH:21]=[C:22]2[C:27](=[CH:28][CH:29]=1)[N:26]=[CH:25][CH:24]=[CH:23]2)[C:16]([NH:18][NH2:19])=O.CCOC(C)=O.C([O-])([O-])=O.[K+].[K+]. Product: [F:30][C:15]([F:14])([C:16]1[N:3]2[N:4]=[C:5]([C:8]3[CH:9]=[N:10][N:11]([CH3:13])[CH:12]=3)[CH:6]=[CH:7][C:2]2=[N:19][N:18]=1)[C:20]1[CH:21]=[C:22]2[C:27](=[CH:28][CH:29]=1)[N:26]=[CH:25][CH:24]=[CH:23]2. The catalyst class is: 51. (5) Reactant: [O:1]=[C:2]1[CH2:6][N:5]([C:7]([O:9][C:10]([CH3:13])([CH3:12])[CH3:11])=[O:8])[C@H:4]([C:14]2[CH:19]=[CH:18][CH:17]=[CH:16][CH:15]=2)[CH2:3]1.[F:20][C:21]([F:40])([F:39])[S:22](N(C1C=CC=CC=1)[S:22]([C:21]([F:40])([F:39])[F:20])(=[O:24])=[O:23])(=[O:24])=[O:23]. Product: [C:14]1([C@@H:4]2[CH:3]=[C:2]([O:1][S:22]([C:21]([F:40])([F:39])[F:20])(=[O:24])=[O:23])[CH2:6][N:5]2[C:7]([O:9][C:10]([CH3:13])([CH3:12])[CH3:11])=[O:8])[CH:15]=[CH:16][CH:17]=[CH:18][CH:19]=1. The catalyst class is: 1. (6) Reactant: CCN([CH:7]([CH3:9])C)C(C)C.F[P-](F)(F)(F)(F)F.CN(C(N(C)C)=[N+]1[C:29]2[C:24](=N[CH:26]=[CH:27][CH:28]=2)[N+]([O-])=N1)C.Cl.CN[O:37][CH3:38].[CH3:39][N:40](C)[CH:41]=[O:42]. Product: [CH3:38][O:37][N:40]([CH3:39])[C:41]([C:26]12[CH2:24][CH:29]([CH2:7][CH2:9]1)[CH2:28][CH2:27]2)=[O:42]. The catalyst class is: 13. (7) Reactant: C(OC(=O)[NH:10][CH2:11][CH2:12][CH2:13][CH2:14][CH2:15][C:16]([N:18]1[CH2:22][CH:21]([OH:23])[CH2:20][CH:19]1[CH:24]([C:43]1[CH:48]=[CH:47][CH:46]=[CH:45][CH:44]=1)[O:25][CH:26]([C:35]1[CH:40]=[CH:39][C:38]([O:41][CH3:42])=[CH:37][CH:36]=1)[C:27]1[CH:32]=[CH:31][C:30]([O:33][CH3:34])=[CH:29][CH:28]=1)=[O:17])C1C=CC=CC=1. Product: [NH2:10][CH2:11][CH2:12][CH2:13][CH2:14][CH2:15][C:16]([N:18]1[CH2:22][CH:21]([OH:23])[CH2:20][CH:19]1[CH:24]([C:43]1[CH:48]=[CH:47][CH:46]=[CH:45][CH:44]=1)[O:25][CH:26]([C:35]1[CH:40]=[CH:39][C:38]([O:41][CH3:42])=[CH:37][CH:36]=1)[C:27]1[CH:32]=[CH:31][C:30]([O:33][CH3:34])=[CH:29][CH:28]=1)=[O:17]. The catalyst class is: 13.